From a dataset of Forward reaction prediction with 1.9M reactions from USPTO patents (1976-2016). Predict the product of the given reaction. (1) Given the reactants [CH2:1]([C:3]1[C:8]([C:9]2[S:10][C:11]([C:14]3[CH:19]=[CH:18][C:17]([O:20][CH:21]([CH3:23])[CH3:22])=[C:16]([C:24]([F:27])([F:26])[F:25])[CH:15]=3)=[N:12][N:13]=2)=[CH:7][CH:6]=[CH:5][C:4]=1[CH2:28][N:29]1[CH2:32][CH:31]([C:33]([O:35]C)=[O:34])[CH2:30]1)[CH3:2].[OH-].[Na+].Cl, predict the reaction product. The product is: [CH2:1]([C:3]1[C:8]([C:9]2[S:10][C:11]([C:14]3[CH:19]=[CH:18][C:17]([O:20][CH:21]([CH3:23])[CH3:22])=[C:16]([C:24]([F:27])([F:26])[F:25])[CH:15]=3)=[N:12][N:13]=2)=[CH:7][CH:6]=[CH:5][C:4]=1[CH2:28][N:29]1[CH2:30][CH:31]([C:33]([OH:35])=[O:34])[CH2:32]1)[CH3:2]. (2) Given the reactants [NH2:1][CH2:2][C:3]#[C:4][C:5]1[CH:26]=[CH:25][C:8]([NH:9][C:10]2[C:22]([F:23])=[C:21]([F:24])[CH:20]=[CH:19][C:11]=2[C:12]([NH:14][O:15][CH2:16][CH2:17][OH:18])=[O:13])=[C:7]([F:27])[CH:6]=1, predict the reaction product. The product is: [NH2:1][CH2:2][CH2:3][CH2:4][C:5]1[CH:26]=[CH:25][C:8]([NH:9][C:10]2[C:22]([F:23])=[C:21]([F:24])[CH:20]=[CH:19][C:11]=2[C:12]([NH:14][O:15][CH2:16][CH2:17][OH:18])=[O:13])=[C:7]([F:27])[CH:6]=1. (3) The product is: [CH3:21][C:11]1[CH:16]=[CH:15][C:14]([S:17]([O:10][CH2:9][CH2:8][CH2:7][CH2:6][CH2:5][CH2:4][CH2:3][O:2][CH3:1])(=[O:19])=[O:18])=[CH:13][CH:12]=1. Given the reactants [CH3:1][O:2][CH2:3][CH2:4][CH2:5][CH2:6][CH2:7][CH2:8][CH2:9][OH:10].[C:11]1([CH3:21])[CH:16]=[CH:15][C:14]([S:17](Cl)(=[O:19])=[O:18])=[CH:13][CH:12]=1.C(N(CC)CC)C, predict the reaction product. (4) The product is: [F:1][C:2]1[CH:3]=[C:4]([C:8]2[O:31][C:12]3([CH2:17][CH2:16][N:15]([C:18]([C:19]4[CH:24]=[CH:23][C:22]([O:25][CH:26]([CH3:28])[CH3:27])=[C:21]([CH3:29])[CH:20]=4)=[O:30])[CH2:14][CH2:13]3)[CH2:11][CH:10]([OH:32])[CH:9]=2)[CH:5]=[N:6][CH:7]=1. Given the reactants [F:1][C:2]1[CH:3]=[C:4]([C:8]2[O:31][C:12]3([CH2:17][CH2:16][N:15]([C:18](=[O:30])[C:19]4[CH:24]=[CH:23][C:22]([O:25][CH:26]([CH3:28])[CH3:27])=[C:21]([CH3:29])[CH:20]=4)[CH2:14][CH2:13]3)[CH2:11][C:10](=[O:32])[CH:9]=2)[CH:5]=[N:6][CH:7]=1.[BH4-].[Na+].[Cl-].[NH4+], predict the reaction product. (5) Given the reactants [OH:1][C:2]1[CH:28]=[CH:27][CH:26]=[CH:25][C:3]=1[CH2:4][NH:5][C:6]([NH:8][C:9]1[N:13]([C:14]2[CH:19]=[CH:18][C:17]([Cl:20])=[CH:16][CH:15]=2)[N:12]=[C:11]([C:21]([CH3:24])([CH3:23])[CH3:22])[CH:10]=1)=[O:7].[Cl:29][C:30]1[N:35]=[C:34](Cl)[CH:33]=[CH:32][N:31]=1.[OH-].[Na+], predict the reaction product. The product is: [Cl:29][C:30]1[N:35]=[C:34]([O:1][C:2]2[CH:28]=[CH:27][CH:26]=[CH:25][C:3]=2[CH2:4][NH:5][C:6]([NH:8][C:9]2[N:13]([C:14]3[CH:19]=[CH:18][C:17]([Cl:20])=[CH:16][CH:15]=3)[N:12]=[C:11]([C:21]([CH3:23])([CH3:24])[CH3:22])[CH:10]=2)=[O:7])[CH:33]=[CH:32][N:31]=1.